From a dataset of Full USPTO retrosynthesis dataset with 1.9M reactions from patents (1976-2016). Predict the reactants needed to synthesize the given product. (1) The reactants are: [CH:1]([C:3]1[CH:4]=[CH:5][C:6]2[N:7]([CH:9]=[C:10]([C:12]([NH:14][C:15]3[CH:20]=[CH:19][CH:18]=[CH:17][CH:16]=3)=[O:13])[N:11]=2)[CH:8]=1)=[O:2].C1(C)C=CC(S(O)(=O)=[O:28])=CC=1.[C:32]1([CH3:38])C=CC=CC=1. Given the product [O:2]1[CH2:38][CH2:32][O:28][CH:1]1[C:3]1[CH:4]=[CH:5][C:6]2[N:7]([CH:9]=[C:10]([C:12]([NH:14][C:15]3[CH:20]=[CH:19][CH:18]=[CH:17][CH:16]=3)=[O:13])[N:11]=2)[CH:8]=1, predict the reactants needed to synthesize it. (2) Given the product [Cl:15][C:16]1[CH:17]=[C:18]([N:26]2[CH2:31][CH2:30][O:29][CH2:28][CH2:27]2)[N:19]=[C:20]([O:12][CH:10]2[CH2:11][N:8]([C:1]([O:3][C:4]([CH3:7])([CH3:6])[CH3:5])=[O:2])[CH2:9]2)[N:21]=1, predict the reactants needed to synthesize it. The reactants are: [C:1]([N:8]1[CH2:11][CH:10]([OH:12])[CH2:9]1)([O:3][C:4]([CH3:7])([CH3:6])[CH3:5])=[O:2].[H-].[Na+].[Cl:15][C:16]1[N:21]=[C:20](S(C)(=O)=O)[N:19]=[C:18]([N:26]2[CH2:31][CH2:30][O:29][CH2:28][CH2:27]2)[CH:17]=1. (3) Given the product [C:1]([O:5][C:6]([N:8]1[CH2:27][CH2:26][C:10]2([NH:13][CH2:12][C:11]2([F:24])[F:25])[CH2:9]1)=[O:7])([CH3:4])([CH3:2])[CH3:3], predict the reactants needed to synthesize it. The reactants are: [C:1]([O:5][C:6]([N:8]1[CH2:27][CH2:26][C:10]2([N:13](C(OCC3C=CC=CC=3)=O)[CH2:12][C:11]2([F:25])[F:24])[CH2:9]1)=[O:7])([CH3:4])([CH3:3])[CH3:2]. (4) Given the product [CH3:31][O:32][C:33]1[CH:40]=[CH:39][C:36]([CH2:37][O:17][C:16]([C@@H:5]2[C@@H:4]([CH2:1][CH:2]=[CH2:3])[C:7](=[O:8])[N:6]2[Si:9]([C:12]([CH3:13])([CH3:14])[CH3:15])([CH3:10])[CH3:11])=[O:18])=[CH:35][CH:34]=1, predict the reactants needed to synthesize it. The reactants are: [CH2:1]([C@H:4]1[C:7](=[O:8])[N:6]([Si:9]([C:12]([CH3:15])([CH3:14])[CH3:13])([CH3:11])[CH3:10])[C@@H:5]1[C:16]([OH:18])=[O:17])[CH:2]=[CH2:3].CCN=C=NCCCN(C)C.Cl.[CH3:31][O:32][C:33]1[CH:40]=[CH:39][C:36]([CH2:37]O)=[CH:35][CH:34]=1. (5) Given the product [O:46]=[C:47]1[C@@H:50]([NH:51][C:10](=[O:12])[CH2:9]/[CH:1]=[CH:2]/[C:3]2[CH:4]=[CH:5][CH:6]=[CH:7][CH:8]=2)[CH2:49][NH:48]1, predict the reactants needed to synthesize it. The reactants are: [CH:1](/[CH2:9][C:10]([OH:12])=O)=[CH:2]\[C:3]1[CH:8]=[CH:7][CH:6]=[CH:5][CH:4]=1.CCN(CC)CC.CN(C(ON1N=NC2C=CC=CC1=2)=[N+](C)C)C.[B-](F)(F)(F)F.C([O-])(=O)C.[O:46]=[C:47]1[C@@H:50]([NH3+:51])[CH2:49][NH:48]1. (6) Given the product [Br:1][C:2]1[CH:7]=[CH:6][C:5]([C:11]#[C:10][CH2:9][OH:12])=[CH:4][CH:3]=1, predict the reactants needed to synthesize it. The reactants are: [Br:1][C:2]1[CH:7]=[CH:6][C:5](I)=[CH:4][CH:3]=1.[CH2:9]([OH:12])[C:10]#[CH:11]. (7) Given the product [Br:1][C:2]1[C:3]2[CH2:8][C:9]([CH3:29])([CH3:28])[CH2:10][C:11]([C:12]([F:15])([F:14])[F:13])([OH:16])[CH:17]([NH:18][C:19]3[CH:27]=[CH:26][CH:25]=[C:24]4[C:20]=3[CH:21]=[N:22][NH:23]4)[C:4]=2[CH:5]=[CH:6][CH:7]=1, predict the reactants needed to synthesize it. The reactants are: [Br:1][C:2]1[CH:7]=[CH:6][CH:5]=[CH:4][C:3]=1[CH2:8][C:9]([CH3:29])([CH3:28])[CH2:10][C:11]([CH:17]=[N:18][C:19]1[CH:27]=[CH:26][CH:25]=[C:24]2[C:20]=1[CH:21]=[N:22][NH:23]2)([OH:16])[C:12]([F:15])([F:14])[F:13].B(Br)(Br)Br.C(=O)(O)[O-].[Na+]. (8) Given the product [C:1]([C:3]1[C:11]2[C:6](=[CH:7][C:8]([OH:12])=[CH:9][CH:10]=2)[N:5]([CH2:13][C:14]([O:16][C:17]([CH3:20])([CH3:19])[CH3:18])=[O:15])[N:4]=1)(=[O:24])[NH2:2], predict the reactants needed to synthesize it. The reactants are: [C:1]([C:3]1[C:11]2[C:6](=[CH:7][C:8]([OH:12])=[CH:9][CH:10]=2)[N:5]([CH2:13][C:14]([O:16][C:17]([CH3:20])([CH3:19])[CH3:18])=[O:15])[N:4]=1)#[N:2].C(=N[OH:24])C.C1C=CC(P(C2C=CC=CC=2)C2C=CC=CC=2)=CC=1. (9) Given the product [F:1][C:2]1[C:7]([O:8][CH3:9])=[CH:6][C:5]([O:10][CH3:11])=[C:4]([F:12])[C:3]=1[N:13]1[CH2:18][C:17]2[CH:19]=[N:20][C:21]([C:23]3[C:24]([CH3:29])=[N:25][N:26]([CH3:28])[CH:27]=3)=[CH:22][C:16]=2[N:15]([CH:30]2[CH2:35][CH2:34][NH:33][CH2:32][CH2:31]2)[C:14]1=[O:43], predict the reactants needed to synthesize it. The reactants are: [F:1][C:2]1[C:7]([O:8][CH3:9])=[CH:6][C:5]([O:10][CH3:11])=[C:4]([F:12])[C:3]=1[N:13]1[CH2:18][C:17]2[CH:19]=[N:20][C:21]([C:23]3[C:24]([CH3:29])=[N:25][N:26]([CH3:28])[CH:27]=3)=[CH:22][C:16]=2[N:15]([CH:30]2[CH2:35][CH2:34][N:33](C(OC(C)(C)C)=O)[CH2:32][CH2:31]2)[C:14]1=[O:43].O1CCOCC1.Cl.